From a dataset of Full USPTO retrosynthesis dataset with 1.9M reactions from patents (1976-2016). Predict the reactants needed to synthesize the given product. (1) Given the product [CH2:28]([C@@:18]1([C:21]2[CH:26]=[CH:25][C:24]([F:27])=[CH:23][CH:22]=2)[O:17][C:16](=[O:31])[N:15]([C@H:13]([C:10]2[CH:11]=[CH:12][C:7]([C:6]3[S:34][C:1]([CH3:2])=[N:4][N:5]=3)=[CH:8][CH:9]=2)[CH3:14])[CH2:20][CH2:19]1)[CH:29]=[CH2:30], predict the reactants needed to synthesize it. The reactants are: [C:1]([NH:4][NH:5][C:6](=O)[C:7]1[CH:12]=[CH:11][C:10]([C@@H:13]([N:15]2[CH2:20][CH2:19][C@:18]([CH2:28][CH:29]=[CH2:30])([C:21]3[CH:26]=[CH:25][C:24]([F:27])=[CH:23][CH:22]=3)[O:17][C:16]2=[O:31])[CH3:14])=[CH:9][CH:8]=1)(=O)[CH3:2].P12(SP3(SP(SP(S3)(S1)=S)(=S)S2)=S)=[S:34]. (2) Given the product [Cl:1][C:2]1[N:3]=[C:4]([N:13]2[CH2:18][CH2:17][O:16][CH2:15][CH2:14]2)[C:5]2[S:10][C:9]([CH2:11][OH:12])=[N:8][C:6]=2[N:7]=1, predict the reactants needed to synthesize it. The reactants are: [Cl:1][C:2]1[N:3]=[C:4]([N:13]2[CH2:18][CH2:17][O:16][CH2:15][CH2:14]2)[C:5]2[S:10][C:9]([CH:11]=[O:12])=[N:8][C:6]=2[N:7]=1.[BH4-].[Na+]. (3) Given the product [Br:27][C:25]1[CH:24]=[CH:23][C:20]2[C:21]3[N:22]=[C:13]([N:10]4[C:8]([CH:5]5[CH2:7][CH2:6]5)=[CH:9][N:12]=[N:11]4)[S:14][C:15]=3[CH2:16][CH2:17][O:18][C:19]=2[CH:26]=1, predict the reactants needed to synthesize it. The reactants are: C([Mg]Br)C.[CH:5]1([C:8]#[CH:9])[CH2:7][CH2:6]1.[N:10]([C:13]1[S:14][C:15]2[CH2:16][CH2:17][O:18][C:19]3[CH:26]=[C:25]([Br:27])[CH:24]=[CH:23][C:20]=3[C:21]=2[N:22]=1)=[N+:11]=[N-:12].